The task is: Regression. Given two drug SMILES strings and cell line genomic features, predict the synergy score measuring deviation from expected non-interaction effect.. This data is from NCI-60 drug combinations with 297,098 pairs across 59 cell lines. (1) Drug 1: CC1OCC2C(O1)C(C(C(O2)OC3C4COC(=O)C4C(C5=CC6=C(C=C35)OCO6)C7=CC(=C(C(=C7)OC)O)OC)O)O. Drug 2: CC1C(C(CC(O1)OC2CC(CC3=C2C(=C4C(=C3O)C(=O)C5=C(C4=O)C(=CC=C5)OC)O)(C(=O)CO)O)N)O.Cl. Cell line: SW-620. Synergy scores: CSS=43.9, Synergy_ZIP=-8.52, Synergy_Bliss=-10.0, Synergy_Loewe=-3.88, Synergy_HSA=-1.40. (2) Drug 1: C1=CC(=CC=C1CCCC(=O)O)N(CCCl)CCCl. Drug 2: CC1C(C(CC(O1)OC2CC(CC3=C2C(=C4C(=C3O)C(=O)C5=CC=CC=C5C4=O)O)(C(=O)C)O)N)O. Cell line: HS 578T. Synergy scores: CSS=49.5, Synergy_ZIP=-0.586, Synergy_Bliss=0.517, Synergy_Loewe=1.86, Synergy_HSA=3.65. (3) Drug 1: CCCCCOC(=O)NC1=NC(=O)N(C=C1F)C2C(C(C(O2)C)O)O. Drug 2: CCN(CC)CCNC(=O)C1=C(NC(=C1C)C=C2C3=C(C=CC(=C3)F)NC2=O)C. Cell line: DU-145. Synergy scores: CSS=0.119, Synergy_ZIP=0.446, Synergy_Bliss=-3.01, Synergy_Loewe=-5.21, Synergy_HSA=-4.61. (4) Drug 1: C1=CC(=CC=C1CCC2=CNC3=C2C(=O)NC(=N3)N)C(=O)NC(CCC(=O)O)C(=O)O. Drug 2: C1=CC(=CC=C1C#N)C(C2=CC=C(C=C2)C#N)N3C=NC=N3. Cell line: SK-MEL-2. Synergy scores: CSS=12.4, Synergy_ZIP=-4.85, Synergy_Bliss=-8.10, Synergy_Loewe=-23.3, Synergy_HSA=-6.23.